Predict the reactants needed to synthesize the given product. From a dataset of Full USPTO retrosynthesis dataset with 1.9M reactions from patents (1976-2016). (1) The reactants are: [Br:1][C:2]1[C:10]2[C:9]([NH:11][C:12]3[CH:13]=[C:14]4[CH:20]=[N:19][NH:18][C:15]4=[N:16][CH:17]=3)=[N:8][CH:7]=[N:6][C:5]=2[NH:4][C:3]=1[C:21](O)=[O:22].[CH3:24][N:25]([CH3:29])[CH2:26][CH2:27][NH2:28]. Given the product [Br:1][C:2]1[C:10]2[C:9]([NH:11][C:12]3[CH:13]=[C:14]4[CH:20]=[N:19][NH:18][C:15]4=[N:16][CH:17]=3)=[N:8][CH:7]=[N:6][C:5]=2[NH:4][C:3]=1[C:21]([NH:28][CH2:27][CH2:26][N:25]([CH3:29])[CH3:24])=[O:22], predict the reactants needed to synthesize it. (2) Given the product [C:1]([C:3]1[C:4]([N:22]2[CH2:27][CH2:26][CH:25]([C:28]([NH:40][S:37]([CH2:36][CH:31]3[CH2:35][CH2:34][CH2:33][CH2:32]3)(=[O:39])=[O:38])=[O:30])[CH2:24][CH2:23]2)=[N:5][C:6]([CH2:15][N:16]2[CH2:20][CH2:19][CH2:18][C:17]2=[O:21])=[C:7]([C:9](=[O:14])[CH2:10][CH2:11][CH2:12][CH3:13])[CH:8]=1)#[N:2], predict the reactants needed to synthesize it. The reactants are: [C:1]([C:3]1[C:4]([N:22]2[CH2:27][CH2:26][CH:25]([C:28]([OH:30])=O)[CH2:24][CH2:23]2)=[N:5][C:6]([CH2:15][N:16]2[CH2:20][CH2:19][CH2:18][C:17]2=[O:21])=[C:7]([C:9](=[O:14])[CH2:10][CH2:11][CH2:12][CH3:13])[CH:8]=1)#[N:2].[CH:31]1([CH2:36][S:37]([NH2:40])(=[O:39])=[O:38])[CH2:35][CH2:34][CH2:33][CH2:32]1. (3) Given the product [CH3:1][O:2][C:3]1[CH:4]=[C:5]([CH:14]=[CH:15][CH:16]=1)[CH2:6][N:7]1[CH2:12][CH2:11][C:10](=[N:18][OH:19])[CH2:9][CH2:8]1, predict the reactants needed to synthesize it. The reactants are: [CH3:1][O:2][C:3]1[CH:4]=[C:5]([CH:14]=[CH:15][CH:16]=1)[CH2:6][N:7]1[CH2:12][CH2:11][C:10](=O)[CH2:9][CH2:8]1.Cl.[NH2:18][OH:19]. (4) Given the product [CH2:32]([C:34]1[CH:35]=[CH:36][C:37]([C:40]2[S:41][CH:42]=[CH:43][C:44]=2[CH2:45][O:46][C:47]2[CH:52]=[CH:51][C:50]([CH2:53][CH2:54][C:55]([OH:57])=[O:56])=[C:49]([F:60])[C:48]=2[F:61])=[CH:38][CH:39]=1)[CH3:33], predict the reactants needed to synthesize it. The reactants are: C(C1C=CC(C2SC=CC=2CO)=CC=1)C.OC1C=CC(CCC(OCC)=O)=C(F)C=1F.[CH2:32]([C:34]1[CH:39]=[CH:38][C:37]([C:40]2[S:41][CH:42]=[CH:43][C:44]=2[CH2:45][O:46][C:47]2[CH:52]=[CH:51][C:50]([CH2:53][CH2:54][C:55]([O:57]CC)=[O:56])=[C:49]([F:60])[C:48]=2[F:61])=[CH:36][CH:35]=1)[CH3:33]. (5) Given the product [O:10]=[C:8]1[NH:7][C:6]2[CH:11]=[C:2]([C:13]#[N:14])[CH:3]=[CH:4][C:5]=2[O:9]1, predict the reactants needed to synthesize it. The reactants are: Br[C:2]1[CH:3]=[CH:4][C:5]2[O:9][C:8](=[O:10])[NH:7][C:6]=2[CH:11]=1.[Cu][C:13]#[N:14].[C-]#N.[Na+]. (6) The reactants are: I[C:2]1[CH:7]=[CH:6][CH:5]=[C:4]([CH3:8])[CH:3]=1.[NH:9]1[C:17]2[C:12](=[C:13]([CH2:18][N:19]3[CH2:24][CH2:23][CH:22]([C:25]4[CH:26]=[C:27]([NH:31][C:32](=[O:36])[CH:33]([CH3:35])[CH3:34])[CH:28]=[CH:29][CH:30]=4)[CH2:21][CH2:20]3)[CH:14]=[CH:15][CH:16]=2)[CH:11]=[CH:10]1. Given the product [CH3:35][CH:33]([CH3:34])[C:32]([NH:31][C:27]1[CH:28]=[CH:29][CH:30]=[C:25]([CH:22]2[CH2:23][CH2:24][N:19]([CH2:18][C:13]3[CH:14]=[CH:15][CH:16]=[C:17]4[C:12]=3[CH:11]=[CH:10][N:9]4[C:2]3[CH:7]=[CH:6][CH:5]=[C:4]([CH3:8])[CH:3]=3)[CH2:20][CH2:21]2)[CH:26]=1)=[O:36], predict the reactants needed to synthesize it. (7) Given the product [ClH:1].[CH3:18][C@H:5]1[CH2:6][NH:7][CH2:8][C@@H:9]([CH3:10])[N:4]1[C:2]([O:31][CH2:30][C:29]1[CH:32]=[CH:33][CH:34]=[C:27]([O:26][CH2:19][C:20]2[CH:21]=[CH:22][CH:23]=[CH:24][CH:25]=2)[CH:28]=1)=[O:3], predict the reactants needed to synthesize it. The reactants are: [Cl:1][C:2]([N:4]1[C@H:9]([CH3:10])[CH2:8][N:7](C(OC(C)(C)C)=O)[CH2:6][C@@H:5]1[CH3:18])=[O:3].[CH2:19]([O:26][C:27]1[CH:28]=[C:29]([CH:32]=[CH:33][CH:34]=1)[CH2:30][OH:31])[C:20]1[CH:25]=[CH:24][CH:23]=[CH:22][CH:21]=1. (8) Given the product [CH2:6]([N:9]1[CH2:14][CH2:13][N:12]([C:15]2[N:16]=[CH:17][C:18]([NH2:21])=[CH:19][CH:20]=2)[CH2:11][CH:10]1[CH3:24])[CH:7]=[CH2:8], predict the reactants needed to synthesize it. The reactants are: O.O.[Sn](Cl)Cl.[CH2:6]([N:9]1[CH2:14][CH2:13][N:12]([C:15]2[CH:20]=[CH:19][C:18]([N+:21]([O-])=O)=[CH:17][N:16]=2)[CH2:11][CH:10]1[CH3:24])[CH:7]=[CH2:8].